Task: Predict the product of the given reaction.. Dataset: Forward reaction prediction with 1.9M reactions from USPTO patents (1976-2016) Given the reactants C(OC([N:8]1[CH2:26][CH2:25][C@@H:11]2[N:12]([CH3:24])[C:13]3[C:14]([C:20]([F:23])([F:22])[F:21])=[CH:15][C:16](Br)=[CH:17][C:18]=3[C@@H:10]2[CH2:9]1)=O)(C)(C)C.[Br-].[CH2:28]([Zn+])[C:29]1[CH:34]=[CH:33][CH:32]=[CH:31][CH:30]=1, predict the reaction product. The product is: [CH2:28]([C:16]1[CH:15]=[C:14]([C:20]([F:22])([F:21])[F:23])[C:13]2[N:12]([CH3:24])[C@H:11]3[CH2:25][CH2:26][NH:8][CH2:9][C@H:10]3[C:18]=2[CH:17]=1)[C:29]1[CH:34]=[CH:33][CH:32]=[CH:31][CH:30]=1.